From a dataset of Forward reaction prediction with 1.9M reactions from USPTO patents (1976-2016). Predict the product of the given reaction. Given the reactants [Cl:1]N1C(=O)CCC1=O.[NH2:9][C:10]1[N:18]=[CH:17][CH:16]=[CH:15][C:11]=1[C:12]([OH:14])=[O:13].[C:19](#N)[CH3:20], predict the reaction product. The product is: [Cl:1][C:16]1[CH:17]=[N:18][C:10]2[N:9]=[C:19]([CH3:20])[O:13][C:12](=[O:14])[C:11]=2[CH:15]=1.